This data is from Full USPTO retrosynthesis dataset with 1.9M reactions from patents (1976-2016). The task is: Predict the reactants needed to synthesize the given product. (1) The reactants are: ON1[C:6]2C=CC=C[C:5]=2N=N1.C(N(CC)CC)C.[OH:18][NH:19][C:20](=[NH:47])[C:21]1[CH:26]=[CH:25][C:24]([C@@H:27]([N:29]2[CH2:34][CH2:33][C@:32]([CH2:41][C:42]([OH:45])([CH3:44])[CH3:43])([C:35]3[CH:40]=[CH:39][CH:38]=[CH:37][CH:36]=3)[O:31][C:30]2=[O:46])[CH3:28])=[CH:23][CH:22]=1.C(N=C=NCCCN(C)C)C. Given the product [OH:45][C:42]([CH3:44])([CH3:43])[CH2:41][C@@:32]1([C:35]2[CH:36]=[CH:37][CH:38]=[CH:39][CH:40]=2)[O:31][C:30](=[O:46])[N:29]([C@H:27]([C:24]2[CH:23]=[CH:22][C:21]([C:20]3[N:47]=[C:5]([CH3:6])[O:18][N:19]=3)=[CH:26][CH:25]=2)[CH3:28])[CH2:34][CH2:33]1, predict the reactants needed to synthesize it. (2) Given the product [C:21]1([S:27]([C:30]2[C:31]([CH2:38][CH2:39][C:40]([OH:42])=[O:41])=[C:32](/[CH:36]=[C:14]3\[C:15](=[O:20])[NH:16][C:17]4[C:13]\3=[CH:12][C:11]([S:8]([CH2:7][C:1]3[CH:2]=[CH:3][CH:4]=[CH:5][CH:6]=3)(=[O:10])=[O:9])=[CH:19][CH:18]=4)[NH:33][C:34]=2[CH3:35])(=[O:28])=[O:29])[CH:22]=[CH:23][CH:24]=[CH:25][CH:26]=1, predict the reactants needed to synthesize it. The reactants are: [C:1]1([CH2:7][S:8]([C:11]2[CH:12]=[C:13]3[C:17](=[CH:18][CH:19]=2)[NH:16][C:15](=[O:20])[CH2:14]3)(=[O:10])=[O:9])[CH:6]=[CH:5][CH:4]=[CH:3][CH:2]=1.[C:21]1([S:27]([C:30]2[C:31]([CH2:38][CH2:39][C:40]([OH:42])=[O:41])=[C:32]([CH:36]=O)[NH:33][C:34]=2[CH3:35])(=[O:29])=[O:28])[CH:26]=[CH:25][CH:24]=[CH:23][CH:22]=1.CC(O/N=C(/C(NCC=O)=O)\C1N=C(N)SC=1)(C(O)=O)C.N1CCCCC1. (3) Given the product [O:9]1[CH2:10][CH2:11][O:12][CH:8]1[C:5]1[CH:6]=[CH:7][C:2]([NH:19][C:20]2[CH:25]=[CH:24][N:23]=[C:22]([CH3:26])[CH:21]=2)=[N:3][CH:4]=1, predict the reactants needed to synthesize it. The reactants are: Br[C:2]1[CH:7]=[CH:6][C:5]([CH:8]2[O:12][CH2:11][CH2:10][O:9]2)=[CH:4][N:3]=1.CC(C)([O-])C.[Na+].[NH2:19][C:20]1[CH:25]=[CH:24][N:23]=[C:22]([CH3:26])[CH:21]=1.N#N.CC(C1C=C(C(C)C)C(C2C=CC=CC=2P(C2CCCCC2)C2CCCCC2)=C(C(C)C)C=1)C. (4) Given the product [CH3:1][O:2][C:3]1[CH:12]=[CH:11][CH:10]=[C:9]2[C:4]=1[CH:5]=[CH:6][CH:7]=[C:8]2[CH:13]=[O:26], predict the reactants needed to synthesize it. The reactants are: [CH3:1][O:2][C:3]1[CH:12]=[CH:11][CH:10]=[C:9]2[C:4]=1[CH:5]=[CH:6][CH:7]=[C:8]2[C:13]#N.CC(C[AlH]CC(C)C)C.C(O)(=[O:26])C.O.